From a dataset of Reaction yield outcomes from USPTO patents with 853,638 reactions. Predict the reaction yield, written as a fraction of the theoretical maximum amount of product (1.0 means a 100% yield; for example, 0.34 means a 34% yield). (1) The reactants are [N:1]([C@H:4]1[CH2:9][CH2:8][O:7][C@@H:6]([CH:10]([C:17]2[CH:22]=[CH:21][CH:20]=[CH:19][CH:18]=2)[C:11]2[CH:16]=[CH:15][CH:14]=[CH:13][CH:12]=2)[CH2:5]1)=[N+]=[N-]. The catalyst is [Pd]. The product is [CH:10]([C@H:6]1[CH2:5][C@@H:4]([NH2:1])[CH2:9][CH2:8][O:7]1)([C:17]1[CH:22]=[CH:21][CH:20]=[CH:19][CH:18]=1)[C:11]1[CH:12]=[CH:13][CH:14]=[CH:15][CH:16]=1. The yield is 1.00. (2) The yield is 0.580. The reactants are O[C:2]1([C:6]2[CH:11]=[CH:10][CH:9]=[CH:8][C:7]=2[NH:12][C:13](=[O:19])[O:14]C(C)(C)C)[CH2:5][CH2:4][CH2:3]1.[OH-].[K+]. The product is [C:2]12([C:6]3[CH:11]=[CH:10][CH:9]=[CH:8][C:7]=3[NH:12][C:13](=[O:14])[O:19]1)[CH2:3][CH2:4][CH2:5]2. The catalyst is C(O)C. (3) The yield is 0.890. The reactants are [CH:1]([Mg]Cl)([CH3:3])[CH3:2].[F:6][C:7]([F:14])([F:13])[C:8]([O:10][CH2:11][CH3:12])=O.ClCC(Cl)=[O:18].[ClH:20]. The product is [Cl:20][CH2:12][C:11]([O:10][CH:8]([CH:1]([CH3:3])[CH3:2])[C:7]([F:14])([F:13])[F:6])=[O:18]. The catalyst is O1CCCC1. (4) The reactants are Cl[C:2]1[C:7]([CH3:8])=[CH:6][N:5]=[C:4]([NH:9][C:10]2[CH:17]=[CH:16][C:13]([C:14]#[N:15])=[CH:12][CH:11]=2)[N:3]=1.[NH2:18][C:19]1[C:26]([CH3:27])=[CH:25][C:22]([C:23]#[N:24])=[CH:21][C:20]=1[CH3:28].C(N(C(C)C)CC)(C)C.[OH-].[Na+]. The catalyst is C(Cl)Cl.O1CCOCC1.CN1CCCC1=O. The product is [C:14]([C:13]1[CH:16]=[CH:17][C:10]([NH:9][C:4]2[N:3]=[C:2]([NH:18][C:19]3[C:20]([CH3:28])=[CH:21][C:22]([C:23]#[N:24])=[CH:25][C:26]=3[CH3:27])[C:7]([CH3:8])=[CH:6][N:5]=2)=[CH:11][CH:12]=1)#[N:15]. The yield is 0.290. (5) The catalyst is O1CCCC1.C(OCC)(=O)C. The yield is 0.970. The product is [C:31]([O:35][C:36]([N:38]1[CH2:43][CH2:42][O:41][CH:40]([CH2:44][N:24]2[C:20](=[O:30])[C:21]3=[CH:29][CH:28]=[CH:27][CH:26]=[C:22]3[C:23]2=[O:25])[CH2:39]1)=[O:37])([CH3:34])([CH3:32])[CH3:33]. The reactants are C1(P(C2C=CC=CC=2)C2C=CC=CC=2)C=CC=CC=1.[C:20]1(=[O:30])[NH:24][C:23](=[O:25])[C:22]2=[CH:26][CH:27]=[CH:28][CH:29]=[C:21]12.[C:31]([O:35][C:36]([N:38]1[CH2:43][CH2:42][O:41][CH:40]([CH2:44]O)[CH2:39]1)=[O:37])([CH3:34])([CH3:33])[CH3:32].N(C(OCC)=O)=NC(OCC)=O.C1(C)C=CC=CC=1. (6) The yield is 0.890. The reactants are Cl.[F:2][C:3]1[CH:8]=[CH:7][C:6]([NH:9][NH2:10])=[CH:5][CH:4]=1.C(O[CH:14]=[C:15]([C:18]#[N:19])[C:16]#[N:17])C. The catalyst is CCO. The product is [NH2:19][C:18]1[N:9]([C:6]2[CH:7]=[CH:8][C:3]([F:2])=[CH:4][CH:5]=2)[N:10]=[CH:14][C:15]=1[C:16]#[N:17]. (7) The yield is 0.810. The catalyst is CO.C1COCC1. The reactants are [Br:1][C:2]1[N:7]=[C:6]([NH:8][C:9]2[S:10][C:11](Br)=[CH:12][N:13]=2)[CH:5]=[CH:4][CH:3]=1.[C:15]([C:18]1[CH:19]=[C:20]([SH:25])[CH:21]=[CH:22][C:23]=1[CH3:24])([OH:17])=[O:16].C[O-].[Na+]. The product is [Br:1][C:2]1[N:7]=[C:6]([NH:8][C:9]2[S:10][C:11]([S:25][C:20]3[CH:21]=[CH:22][C:23]([CH3:24])=[C:18]([CH:19]=3)[C:15]([OH:17])=[O:16])=[CH:12][N:13]=2)[CH:5]=[CH:4][CH:3]=1. (8) The reactants are [C:1]([NH:5][S:6]([C:9]1[CH:14]=[CH:13][C:12]([C:15]2[CH:24]=[CH:23][C:22]3[C:17](=[CH:18][CH:19]=[C:20]([O:25][CH3:26])[CH:21]=3)[C:16]=2[O:27][C:28]2[CH:33]=[CH:32][C:31]([O:34][CH2:35][CH2:36][N:37]3[CH2:42][CH2:41][CH2:40][CH2:39][CH2:38]3)=[CH:30][CH:29]=2)=[CH:11][CH:10]=1)(=[O:8])=[O:7])([CH3:4])([CH3:3])[CH3:2].[H-].[Na+].I[CH3:46]. The catalyst is CN(C)C=O. The product is [C:1]([N:5]([CH3:46])[S:6]([C:9]1[CH:14]=[CH:13][C:12]([C:15]2[CH:24]=[CH:23][C:22]3[C:17](=[CH:18][CH:19]=[C:20]([O:25][CH3:26])[CH:21]=3)[C:16]=2[O:27][C:28]2[CH:33]=[CH:32][C:31]([O:34][CH2:35][CH2:36][N:37]3[CH2:38][CH2:39][CH2:40][CH2:41][CH2:42]3)=[CH:30][CH:29]=2)=[CH:11][CH:10]=1)(=[O:8])=[O:7])([CH3:4])([CH3:2])[CH3:3]. The yield is 0.680. (9) The reactants are F[P-](F)(F)(F)(F)F.N1(O[P+](N(C)C)(N(C)C)N(C)C)C2C=CC=CC=2N=N1.[CH:28]1([CH2:34][C@H:35]([N:39]2[CH2:47][C:46]3[C:41](=[CH:42][C:43]([Cl:49])=[C:44]([Cl:48])[CH:45]=3)[C:40]2=[O:50])[C:36](O)=[O:37])[CH2:33][CH2:32][CH2:31][CH2:30][CH2:29]1.Cl.[NH2:52][C:53]1[S:54][C:55]([Br:58])=[CH:56][N:57]=1.C1(C[C@H](N2CC3C(=CC=CC=3)C2=O)C(NC2SC=CN=2)=O)CCCCC1. No catalyst specified. The product is [Br:58][C:55]1[S:54][C:53]([NH:52][C:36](=[O:37])[CH:35]([N:39]2[CH2:47][C:46]3[C:41](=[CH:42][C:43]([Cl:49])=[C:44]([Cl:48])[CH:45]=3)[C:40]2=[O:50])[CH2:34][CH:28]2[CH2:29][CH2:30][CH2:31][CH2:32][CH2:33]2)=[N:57][CH:56]=1. The yield is 0.400. (10) The reactants are [Br:1][C:2]1[CH:3]=[CH:4][C:5]2=[C:6]([CH:23]=1)[N:7]=[C:8]([NH:15][C:16]([O:18][C:19]([CH3:22])([CH3:21])[CH3:20])=[O:17])[CH2:9][C:10]([C:12](O)=[O:13])=[CH:11]2.C1C=CC2N(O)N=NC=2C=1.CCN=C=NCCCN(C)C.Cl.[F:46][CH2:47][CH2:48][CH2:49][NH:50][CH2:51][CH2:52][CH3:53].C(N(CC)CC)C. The catalyst is CN(C=O)C.CCOC(C)=O. The product is [Br:1][C:2]1[CH:3]=[CH:4][C:5]2=[C:6]([CH:23]=1)[N:7]=[C:8]([NH:15][C:16](=[O:17])[O:18][C:19]([CH3:20])([CH3:22])[CH3:21])[CH2:9][C:10]([C:12](=[O:13])[N:50]([CH2:49][CH2:48][CH2:47][F:46])[CH2:51][CH2:52][CH3:53])=[CH:11]2. The yield is 0.260.